This data is from Forward reaction prediction with 1.9M reactions from USPTO patents (1976-2016). The task is: Predict the product of the given reaction. (1) Given the reactants [NH:1]1[C:9]2[C:4](=[CH:5][CH:6]=[CH:7][CH:8]=2)[C:3]2([CH2:13][O:12][C:11]3[CH:14]=[C:15]4[C:19](=[CH:20][C:10]2=3)[CH2:18][CH2:17][O:16]4)[C:2]1=[O:21].[Br:22][C:23]1[CH:30]=[CH:29][C:26]([CH2:27]Br)=[CH:25][CH:24]=1.C(=O)([O-])[O-].[Cs+].[Cs+], predict the reaction product. The product is: [Br:22][C:23]1[CH:30]=[CH:29][C:26]([CH2:27][N:1]2[C:9]3[C:4](=[CH:5][CH:6]=[CH:7][CH:8]=3)[C:3]3([CH2:13][O:12][C:11]4[CH:14]=[C:15]5[C:19](=[CH:20][C:10]3=4)[CH2:18][CH2:17][O:16]5)[C:2]2=[O:21])=[CH:25][CH:24]=1. (2) Given the reactants [CH:1]1([C:7]2[CH:12]=[CH:11][C:10]([NH2:13])=[CH:9][CH:8]=2)[CH2:6][CH2:5][CH2:4][CH2:3][CH2:2]1.C(OC([NH:21][CH2:22][CH2:23][CH2:24][C@@H:25]([NH:29]C(OCC1C2C=CC=CC=2C2C1=CC=CC=2)=O)[C:26](O)=[O:27])=O)(C)(C)C.[N:47]([C:50]1[CH:55]=[CH:54][C:53]([C:56]2[CH:61]=[CH:60][CH:59]=[CH:58][CH:57]=2)=[CH:52][CH:51]=1)=[C:48]=[O:49], predict the reaction product. The product is: [CH:1]1([C:7]2[CH:8]=[CH:9][C:10]([NH:13][C:26](=[O:27])[C@H:25]([NH:29][C:48]([NH:47][C:50]3[CH:55]=[CH:54][C:53]([C:56]4[CH:57]=[CH:58][CH:59]=[CH:60][CH:61]=4)=[CH:52][CH:51]=3)=[O:49])[CH2:24][CH2:23][CH2:22][NH2:21])=[CH:11][CH:12]=2)[CH2:2][CH2:3][CH2:4][CH2:5][CH2:6]1. (3) Given the reactants Cl[C:2]1[N:3]=[CH:4][C:5]2[C:6]3[N:20]([CH:21]4[CH2:26][CH2:25][CH2:24][CH2:23][O:22]4)[N:19]=[CH:18][C:7]=3[C:8](=[O:17])[N:9]([CH2:12][C:13]([F:16])([F:15])[F:14])[C:10]=2[CH:11]=1.[Cl:27][C:28]1[C:33](B(O)O)=[CH:32][CH:31]=[CH:30][N:29]=1.C(=O)([O-])[O-].[K+].[K+].O1CCOCC1, predict the reaction product. The product is: [Cl:27][C:28]1[C:33]([C:2]2[N:3]=[CH:4][C:5]3[C:6]4[N:20]([CH:21]5[CH2:26][CH2:25][CH2:24][CH2:23][O:22]5)[N:19]=[CH:18][C:7]=4[C:8](=[O:17])[N:9]([CH2:12][C:13]([F:14])([F:16])[F:15])[C:10]=3[CH:11]=2)=[CH:32][CH:31]=[CH:30][N:29]=1. (4) Given the reactants Cl.[Br:2][C:3]1[C:7]2=[N:8][CH:9]=[C:10]([C:12]([OH:14])=O)[CH:11]=[C:6]2[NH:5][CH:4]=1.Cl.[C:16]([N:20]1[CH:33]=[C:32]2[C:22]([C:23](=[O:34])[CH2:24][C:25]3([CH2:31]2)[CH2:30][CH2:29][NH:28][CH2:27][CH2:26]3)=[N:21]1)([CH3:19])([CH3:18])[CH3:17].C(N(CC)CC)C.ON1C2C=CC=CC=2N=N1.Cl.CN(C)CCCN=C=NCC, predict the reaction product. The product is: [Br:2][C:3]1[C:7]2=[N:8][CH:9]=[C:10]([C:12]([N:28]3[CH2:27][CH2:26][C:25]4([CH2:24][C:23](=[O:34])[C:22]5[C:32](=[CH:33][N:20]([C:16]([CH3:19])([CH3:18])[CH3:17])[N:21]=5)[CH2:31]4)[CH2:30][CH2:29]3)=[O:14])[CH:11]=[C:6]2[NH:5][CH:4]=1. (5) Given the reactants [N+:1]([C:4]1[CH:10]=[CH:9][CH:8]=[CH:7][C:5]=1[NH2:6])([O-:3])=[O:2].[Br:11][CH2:12][CH2:13][CH2:14][CH2:15][CH2:16][C:17](Cl)=[O:18], predict the reaction product. The product is: [Br:11][CH2:12][CH2:13][CH2:14][CH2:15][CH2:16][C:17]([NH:6][C:5]1[CH:7]=[CH:8][CH:9]=[CH:10][C:4]=1[N+:1]([O-:3])=[O:2])=[O:18]. (6) Given the reactants [NH2:1][C:2]1[CH:16]=[CH:15][C:5]2[C:6](=[O:14])[NH:7][C:8]3[C:13]([C:4]=2[CH:3]=1)=[CH:12][CH:11]=[CH:10][N:9]=3.Br[CH2:18][C:19]1[CH:24]=[CH:23][CH:22]=[CH:21][C:20]=1[Cl:25], predict the reaction product. The product is: [Cl:25][C:20]1[CH:21]=[CH:22][CH:23]=[CH:24][C:19]=1[CH2:18][NH:1][C:2]1[CH:16]=[CH:15][C:5]2[C:6](=[O:14])[NH:7][C:8]3[C:13]([C:4]=2[CH:3]=1)=[CH:12][CH:11]=[CH:10][N:9]=3.